Regression. Given two drug SMILES strings and cell line genomic features, predict the synergy score measuring deviation from expected non-interaction effect. From a dataset of NCI-60 drug combinations with 297,098 pairs across 59 cell lines. (1) Drug 1: CCCS(=O)(=O)NC1=C(C(=C(C=C1)F)C(=O)C2=CNC3=C2C=C(C=N3)C4=CC=C(C=C4)Cl)F. Drug 2: C1CNP(=O)(OC1)N(CCCl)CCCl. Cell line: U251. Synergy scores: CSS=1.88, Synergy_ZIP=5.61, Synergy_Bliss=1.51, Synergy_Loewe=-3.97, Synergy_HSA=-0.574. (2) Drug 1: CC1=CC=C(C=C1)C2=CC(=NN2C3=CC=C(C=C3)S(=O)(=O)N)C(F)(F)F. Drug 2: CS(=O)(=O)CCNCC1=CC=C(O1)C2=CC3=C(C=C2)N=CN=C3NC4=CC(=C(C=C4)OCC5=CC(=CC=C5)F)Cl. Cell line: SF-295. Synergy scores: CSS=-2.04, Synergy_ZIP=2.79, Synergy_Bliss=3.54, Synergy_Loewe=0.131, Synergy_HSA=-1.02. (3) Drug 1: C1CC(C1)(C(=O)O)C(=O)O.[NH2-].[NH2-].[Pt+2]. Drug 2: C1=NC(=NC(=O)N1C2C(C(C(O2)CO)O)O)N. Cell line: K-562. Synergy scores: CSS=32.6, Synergy_ZIP=-5.77, Synergy_Bliss=-6.62, Synergy_Loewe=-20.4, Synergy_HSA=-3.34. (4) Drug 1: CCC1=CC2CC(C3=C(CN(C2)C1)C4=CC=CC=C4N3)(C5=C(C=C6C(=C5)C78CCN9C7C(C=CC9)(C(C(C8N6C)(C(=O)OC)O)OC(=O)C)CC)OC)C(=O)OC.C(C(C(=O)O)O)(C(=O)O)O. Drug 2: C1C(C(OC1N2C=NC3=C2NC=NCC3O)CO)O. Cell line: LOX IMVI. Synergy scores: CSS=37.4, Synergy_ZIP=-6.54, Synergy_Bliss=-3.12, Synergy_Loewe=-8.87, Synergy_HSA=1.26. (5) Drug 1: CC1OCC2C(O1)C(C(C(O2)OC3C4COC(=O)C4C(C5=CC6=C(C=C35)OCO6)C7=CC(=C(C(=C7)OC)O)OC)O)O. Drug 2: C1=NNC2=C1C(=O)NC=N2. Cell line: COLO 205. Synergy scores: CSS=56.4, Synergy_ZIP=1.51, Synergy_Bliss=1.88, Synergy_Loewe=-57.6, Synergy_HSA=-1.48. (6) Drug 1: C1CCC(CC1)NC(=O)N(CCCl)N=O. Drug 2: COCCOC1=C(C=C2C(=C1)C(=NC=N2)NC3=CC=CC(=C3)C#C)OCCOC.Cl. Cell line: DU-145. Synergy scores: CSS=17.2, Synergy_ZIP=-7.56, Synergy_Bliss=0.854, Synergy_Loewe=0.0288, Synergy_HSA=1.96. (7) Drug 1: CC(C1=C(C=CC(=C1Cl)F)Cl)OC2=C(N=CC(=C2)C3=CN(N=C3)C4CCNCC4)N. Drug 2: C(=O)(N)NO. Cell line: A549. Synergy scores: CSS=14.9, Synergy_ZIP=-4.69, Synergy_Bliss=3.08, Synergy_Loewe=-10.9, Synergy_HSA=2.65. (8) Drug 1: CCC(=C(C1=CC=CC=C1)C2=CC=C(C=C2)OCCN(C)C)C3=CC=CC=C3.C(C(=O)O)C(CC(=O)O)(C(=O)O)O. Cell line: CAKI-1. Drug 2: C1CN1C2=NC(=NC(=N2)N3CC3)N4CC4. Synergy scores: CSS=49.7, Synergy_ZIP=-1.99, Synergy_Bliss=-0.625, Synergy_Loewe=-19.0, Synergy_HSA=0.353. (9) Drug 1: CC1=CC2C(CCC3(C2CCC3(C(=O)C)OC(=O)C)C)C4(C1=CC(=O)CC4)C. Drug 2: CC1=C(C(=CC=C1)Cl)NC(=O)C2=CN=C(S2)NC3=CC(=NC(=N3)C)N4CCN(CC4)CCO. Cell line: OVCAR-5. Synergy scores: CSS=21.1, Synergy_ZIP=2.71, Synergy_Bliss=13.7, Synergy_Loewe=-6.71, Synergy_HSA=6.90. (10) Drug 1: CC1C(C(=O)NC(C(=O)N2CCCC2C(=O)N(CC(=O)N(C(C(=O)O1)C(C)C)C)C)C(C)C)NC(=O)C3=C4C(=C(C=C3)C)OC5=C(C(=O)C(=C(C5=N4)C(=O)NC6C(OC(=O)C(N(C(=O)CN(C(=O)C7CCCN7C(=O)C(NC6=O)C(C)C)C)C)C(C)C)C)N)C. Drug 2: CCCCCOC(=O)NC1=NC(=O)N(C=C1F)C2C(C(C(O2)C)O)O. Cell line: A498. Synergy scores: CSS=6.54, Synergy_ZIP=-3.31, Synergy_Bliss=-2.44, Synergy_Loewe=-0.932, Synergy_HSA=-1.05.